Dataset: Catalyst prediction with 721,799 reactions and 888 catalyst types from USPTO. Task: Predict which catalyst facilitates the given reaction. (1) Reactant: [C:1]1([N:7]2[C:12](=O)C3SC=C(C4C=CC=CC=4)C=3N=C2)[CH:6]=[CH:5][CH:4]=[CH:3][CH:2]=1.[NH2:23][C:24]1[C:28]([C:29]2[CH:34]=[CH:33][C:32]([O:35][CH3:36])=[C:31]([O:37][CH3:38])[CH:30]=2)=[CH:27][S:26][C:25]=1[C:39]([O:41]C)=O.[CH:43](OCC)(OCC)[O:44]CC.ClC1C=CC(N)=CC=1. Product: [CH3:38][O:37][C:31]1[CH:30]=[C:29]([C:28]2[C:24]3[N:23]=[CH:12][N:7]([C:1]4[CH:2]=[CH:3][C:4]([O:44][CH3:43])=[CH:5][CH:6]=4)[C:39](=[O:41])[C:25]=3[S:26][CH:27]=2)[CH:34]=[CH:33][C:32]=1[O:35][CH3:36]. The catalyst class is: 15. (2) Reactant: [CH3:1][C:2]1[C:10]2[C:5](=[CH:6][CH:7]=[CH:8][CH:9]=2)[NH:4][C:3]=1[C:11]([O:13][CH2:14][CH3:15])=[O:12].C(=O)([O-])[O-].[K+].[K+].[Cl:22][C:23]1[CH:30]=[CH:29][C:26]([CH2:27]Cl)=[CH:25][CH:24]=1.C(OCC)C. Product: [Cl:22][C:23]1[CH:30]=[CH:29][C:26]([CH2:27][N:4]2[C:5]3[C:10](=[CH:9][CH:8]=[CH:7][CH:6]=3)[C:2]([CH3:1])=[C:3]2[C:11]([O:13][CH2:14][CH3:15])=[O:12])=[CH:25][CH:24]=1. The catalyst class is: 39. (3) Reactant: Br[CH2:2][C:3]([CH3:18])([CH3:17])[CH2:4][O:5][C:6]([CH:8]1[CH2:13][CH2:12][CH:11]([CH2:14][CH2:15][CH3:16])[CH2:10][CH2:9]1)=[O:7].[C:19]([OH:24])(=[O:23])[C:20]([CH3:22])=[CH2:21].C(=O)([O-])[O-].[K+].[K+]. Product: [CH3:17][C:3]([CH3:18])([CH2:2][O:24][C:19](=[O:23])[C:20]([CH3:22])=[CH2:21])[CH2:4][O:5][C:6]([CH:8]1[CH2:13][CH2:12][CH:11]([CH2:14][CH2:15][CH3:16])[CH2:10][CH2:9]1)=[O:7]. The catalyst class is: 16. (4) Reactant: [S:1]1[C:5]2[CH:6]=[CH:7][CH:8]=[CH:9][C:4]=2[N:3]=[C:2]1[NH:10][C:11]1[CH:16]=[CH:15][C:14]([OH:17])=[CH:13][CH:12]=1.C(=O)([O-])[O-].[Cs+].[Cs+].[CH:24]1([C:27]2[C:28](F)=[N:29][CH:30]=[CH:31][CH:32]=2)[CH2:26][CH2:25]1. Product: [CH:24]1([C:27]2[C:28]([O:17][C:14]3[CH:15]=[CH:16][C:11]([NH:10][C:2]4[S:1][C:5]5[CH:6]=[CH:7][CH:8]=[CH:9][C:4]=5[N:3]=4)=[CH:12][CH:13]=3)=[N:29][CH:30]=[CH:31][CH:32]=2)[CH2:26][CH2:25]1. The catalyst class is: 197.